From a dataset of NCI-60 drug combinations with 297,098 pairs across 59 cell lines. Regression. Given two drug SMILES strings and cell line genomic features, predict the synergy score measuring deviation from expected non-interaction effect. (1) Drug 1: CC1OCC2C(O1)C(C(C(O2)OC3C4COC(=O)C4C(C5=CC6=C(C=C35)OCO6)C7=CC(=C(C(=C7)OC)O)OC)O)O. Drug 2: C1=NNC2=C1C(=O)NC=N2. Cell line: HOP-62. Synergy scores: CSS=25.9, Synergy_ZIP=-2.02, Synergy_Bliss=-0.137, Synergy_Loewe=-10.3, Synergy_HSA=0.979. (2) Drug 1: CCCS(=O)(=O)NC1=C(C(=C(C=C1)F)C(=O)C2=CNC3=C2C=C(C=N3)C4=CC=C(C=C4)Cl)F. Drug 2: C1CN1P(=S)(N2CC2)N3CC3. Cell line: SK-OV-3. Synergy scores: CSS=0.828, Synergy_ZIP=3.68, Synergy_Bliss=-3.92, Synergy_Loewe=-6.86, Synergy_HSA=-4.76. (3) Drug 1: CCC1=C2CN3C(=CC4=C(C3=O)COC(=O)C4(CC)O)C2=NC5=C1C=C(C=C5)O. Drug 2: CN(CCCl)CCCl.Cl. Cell line: 786-0. Synergy scores: CSS=65.4, Synergy_ZIP=0.201, Synergy_Bliss=-0.637, Synergy_Loewe=-5.87, Synergy_HSA=2.74. (4) Drug 1: CC1CCC2CC(C(=CC=CC=CC(CC(C(=O)C(C(C(=CC(C(=O)CC(OC(=O)C3CCCCN3C(=O)C(=O)C1(O2)O)C(C)CC4CCC(C(C4)OC)OCCO)C)C)O)OC)C)C)C)OC. Drug 2: B(C(CC(C)C)NC(=O)C(CC1=CC=CC=C1)NC(=O)C2=NC=CN=C2)(O)O. Cell line: HCT116. Synergy scores: CSS=27.2, Synergy_ZIP=-0.510, Synergy_Bliss=1.18, Synergy_Loewe=-20.0, Synergy_HSA=1.91. (5) Drug 1: C1CC(CNC1)C2=CC=C(C=C2)N3C=C4C=CC=C(C4=N3)C(=O)N. Drug 2: CNC(=O)C1=NC=CC(=C1)OC2=CC=C(C=C2)NC(=O)NC3=CC(=C(C=C3)Cl)C(F)(F)F. Cell line: HT29. Synergy scores: CSS=62.0, Synergy_ZIP=1.97, Synergy_Bliss=3.71, Synergy_Loewe=-6.79, Synergy_HSA=5.86. (6) Drug 1: CC1=C(C(CCC1)(C)C)C=CC(=CC=CC(=CC(=O)O)C)C. Drug 2: C(CN)CNCCSP(=O)(O)O. Cell line: UO-31. Synergy scores: CSS=0.326, Synergy_ZIP=-1.55, Synergy_Bliss=-4.12, Synergy_Loewe=1.26, Synergy_HSA=-3.55. (7) Drug 1: CC=C1C(=O)NC(C(=O)OC2CC(=O)NC(C(=O)NC(CSSCCC=C2)C(=O)N1)C(C)C)C(C)C. Drug 2: CS(=O)(=O)CCNCC1=CC=C(O1)C2=CC3=C(C=C2)N=CN=C3NC4=CC(=C(C=C4)OCC5=CC(=CC=C5)F)Cl. Cell line: LOX IMVI. Synergy scores: CSS=13.1, Synergy_ZIP=-0.900, Synergy_Bliss=-5.88, Synergy_Loewe=-62.3, Synergy_HSA=-4.67. (8) Drug 1: C1CN(P(=O)(OC1)NCCCl)CCCl. Drug 2: CC12CCC3C(C1CCC2OP(=O)(O)O)CCC4=C3C=CC(=C4)OC(=O)N(CCCl)CCCl.[Na+]. Cell line: U251. Synergy scores: CSS=14.1, Synergy_ZIP=-0.417, Synergy_Bliss=1.72, Synergy_Loewe=-5.45, Synergy_HSA=-0.534. (9) Drug 1: CN(C)C1=NC(=NC(=N1)N(C)C)N(C)C. Drug 2: CCCS(=O)(=O)NC1=C(C(=C(C=C1)F)C(=O)C2=CNC3=C2C=C(C=N3)C4=CC=C(C=C4)Cl)F. Cell line: UACC62. Synergy scores: CSS=10.9, Synergy_ZIP=-5.60, Synergy_Bliss=-9.51, Synergy_Loewe=-42.4, Synergy_HSA=-9.95. (10) Drug 1: C1=C(C(=O)NC(=O)N1)F. Drug 2: C1CC(=O)NC(=O)C1N2C(=O)C3=CC=CC=C3C2=O. Cell line: TK-10. Synergy scores: CSS=19.6, Synergy_ZIP=1.50, Synergy_Bliss=0.617, Synergy_Loewe=-1.88, Synergy_HSA=1.61.